From a dataset of Full USPTO retrosynthesis dataset with 1.9M reactions from patents (1976-2016). Predict the reactants needed to synthesize the given product. (1) The reactants are: [CH2:1]([CH:8]1[C:17]2[C:12](=[CH:13][C:14]([O:20][CH3:21])=[C:15]([O:18][CH3:19])[CH:16]=2)[CH2:11][CH2:10][NH:9]1)[C:2]1[CH:7]=[CH:6][CH:5]=[CH:4][CH:3]=1.Br[CH2:23][C:24](Br)=[O:25].[NH2:27][CH:28]1[C:36]2[C:31](=[CH:32][CH:33]=[CH:34][CH:35]=2)[CH2:30][CH2:29]1. Given the product [CH2:1]([CH:8]1[C:17]2[C:12](=[CH:13][C:14]([O:20][CH3:21])=[C:15]([O:18][CH3:19])[CH:16]=2)[CH2:11][CH2:10][N:9]1[CH2:23][C:24]([NH:27][CH:28]1[C:36]2[C:31](=[CH:32][CH:33]=[CH:34][CH:35]=2)[CH2:30][CH2:29]1)=[O:25])[C:2]1[CH:3]=[CH:4][CH:5]=[CH:6][CH:7]=1, predict the reactants needed to synthesize it. (2) Given the product [CH:26]1([N:30]2[C:34]3[N:35]=[CH:36][N:37]=[C:38]([NH2:39])[C:33]=3[C:32]([C:11]3[CH:10]=[C:9]4[C:14]([CH:15]=[N:16][C:7]([C:1]5[CH:2]=[CH:3][CH:4]=[CH:5][CH:6]=5)=[N:8]4)=[CH:13][CH:12]=3)=[CH:31]2)[CH2:27][CH2:28][CH2:29]1, predict the reactants needed to synthesize it. The reactants are: [C:1]1([C:7]2[N:16]=[CH:15][C:14]3[C:9](=[CH:10][C:11](B4OC(C)(C)C(C)(C)O4)=[CH:12][CH:13]=3)[N:8]=2)[CH:6]=[CH:5][CH:4]=[CH:3][CH:2]=1.[CH:26]1([N:30]2[C:34]3[N:35]=[CH:36][N:37]=[C:38]([NH2:39])[C:33]=3[C:32](I)=[CH:31]2)[CH2:29][CH2:28][CH2:27]1.C([O-])([O-])=O.[Na+].[Na+]. (3) Given the product [F:1][C:2]([F:7])([F:6])[C:3]([OH:5])=[O:4].[F:8][C:9]([F:14])([F:13])[C:10]([OH:12])=[O:11].[F:15][C:16]([F:21])([F:20])[C:17]([OH:19])=[O:18].[NH2:56][C:57]1[S:58][CH:59]=[C:60]([C:62]([N:50]2[CH2:51][CH2:52][CH:47]([CH2:46][C:45]([NH:44][C:36]3[CH:37]=[CH:38][C:39]4[NH:40][C:41]5[N:42]=[C:26]([NH:27][C:28]6[CH:29]=[N:30][CH:31]=[C:32]([CH:54]=6)[CH2:33][CH2:34][C:35]=3[CH:43]=4)[N:25]=[CH:24][C:23]=5[Cl:22])=[O:53])[CH2:48][CH2:49]2)=[O:63])[N:61]=1, predict the reactants needed to synthesize it. The reactants are: [F:1][C:2]([F:7])([F:6])[C:3]([OH:5])=[O:4].[F:8][C:9]([F:14])([F:13])[C:10]([OH:12])=[O:11].[F:15][C:16]([F:21])([F:20])[C:17]([OH:19])=[O:18].[Cl:22][C:23]1[CH:24]=[N:25][C:26]2[NH:27][C:28]3[CH:29]=[N:30][CH:31]=[C:32]([CH:54]=3)[CH2:33][CH2:34][C:35]3[CH:43]=[C:39]([NH:40][C:41]=1[N:42]=2)[CH:38]=[CH:37][C:36]=3[NH:44][C:45](=[O:53])[CH2:46][CH:47]1[CH2:52][CH2:51][NH:50][CH2:49][CH2:48]1.Br.[NH2:56][C:57]1[S:58][CH:59]=[C:60]([C:62](O)=[O:63])[N:61]=1. (4) Given the product [Br:1][C:2]1[C:10]([F:11])=[CH:9][C:8]([C:12]#[N:13])=[C:7]2[C:3]=1[C:4]([CH3:15])=[C:5]([CH3:14])[N:6]2[CH2:27][O:28][CH2:29][CH2:30][Si:31]([CH3:34])([CH3:33])[CH3:32], predict the reactants needed to synthesize it. The reactants are: [Br:1][C:2]1[C:10]([F:11])=[CH:9][C:8]([C:12]#[N:13])=[C:7]2[C:3]=1[C:4]([CH3:15])=[C:5]([CH3:14])[NH:6]2.C[Si]([N-][Si](C)(C)C)(C)C.[Li+].Cl[CH2:27][O:28][CH2:29][CH2:30][Si:31]([CH3:34])([CH3:33])[CH3:32]. (5) Given the product [CH3:1][O:2][C:3](=[O:24])[C:4]1[CH:5]=[CH:6][C:7]([N:10]([CH2:11][C:12]2[CH:13]=[CH:14][C:15]([CH:18]3[CH2:23][CH2:22][CH2:21][CH2:20][CH2:19]3)=[CH:16][CH:17]=2)[CH2:38][C:37]2[CH:40]=[CH:41][C:34]([O:33][C:32]([F:31])([F:42])[F:43])=[CH:35][CH:36]=2)=[CH:8][CH:9]=1, predict the reactants needed to synthesize it. The reactants are: [CH3:1][O:2][C:3](=[O:24])[C:4]1[CH:9]=[CH:8][C:7]([NH:10][CH2:11][C:12]2[CH:17]=[CH:16][C:15]([CH:18]3[CH2:23][CH2:22][CH2:21][CH2:20][CH2:19]3)=[CH:14][CH:13]=2)=[CH:6][CH:5]=1.C(=O)([O-])[O-].[K+].[K+].[F:31][C:32]([F:43])([F:42])[O:33][C:34]1[CH:41]=[CH:40][C:37]([CH2:38]Br)=[CH:36][CH:35]=1. (6) Given the product [F:1][C:2]1[CH:11]=[C:6]([C:7]2[CH:13]=[C:12]([C:14]3[CH:19]=[CH:18][C:17]([F:20])=[CH:16][CH:15]=3)[O:9][N:8]=2)[CH:5]=[N:4][CH:3]=1, predict the reactants needed to synthesize it. The reactants are: [F:1][C:2]1[CH:3]=[N:4][CH:5]=[C:6]([CH:11]=1)[C:7](Cl)=[N:8][OH:9].[C:12]([C:14]1[CH:19]=[CH:18][C:17]([F:20])=[CH:16][CH:15]=1)#[CH:13].N. (7) Given the product [CH2:1]([N:8]1[C:16]2[C:11](=[CH:12][C:13]([NH:17][C:19]3[N:28]=[CH:27][C:26]([CH3:29])=[CH:25][C:20]=3[C:21]([O:23][CH3:24])=[O:22])=[CH:14][CH:15]=2)[CH:10]=[CH:9]1)[C:2]1[CH:3]=[CH:4][CH:5]=[CH:6][CH:7]=1, predict the reactants needed to synthesize it. The reactants are: [CH2:1]([N:8]1[C:16]2[C:11](=[CH:12][C:13]([NH2:17])=[CH:14][CH:15]=2)[CH:10]=[CH:9]1)[C:2]1[CH:7]=[CH:6][CH:5]=[CH:4][CH:3]=1.Cl[C:19]1[N:28]=[CH:27][C:26]([CH3:29])=[CH:25][C:20]=1[C:21]([O:23][CH3:24])=[O:22].C(=O)([O-])[O-].[Cs+].[Cs+].C1(C)C=CC=CC=1. (8) Given the product [N:10]1([CH2:9][C:8]2[CH:7]=[CH:6][C:5]([C:15]3[O:16][C:17]4[CH:23]=[CH:22][CH:21]=[CH:20][C:18]=4[N:19]=3)=[CH:4][C:3]=2[O:2][CH3:1])[CH:14]=[CH:13][N:12]=[CH:25]1, predict the reactants needed to synthesize it. The reactants are: [CH3:1][O:2][C:3]1[CH:4]=[C:5]([C:15]2[O:16][C:17]3[CH:23]=[CH:22][CH:21]=[CH:20][C:18]=3[N:19]=2)[CH:6]=[CH:7][C:8]=1[CH2:9][N:10]1[CH:14]=[CH:13][N:12]=N1.Br[CH2:25]C1C=CC(C2OC3C=CC=CC=3N=2)=CC=1OC.N1C=CN=C1. (9) Given the product [Cl:30][C:27]1[CH:26]=[CH:25][C:24]([O:23][CH3:22])=[C:29]([C:13]2[CH:21]=[CH:20][CH:19]=[C:15]([C:16]([NH:5][S:2]([CH3:1])(=[O:4])=[O:3])=[O:17])[CH:14]=2)[CH:28]=1, predict the reactants needed to synthesize it. The reactants are: [CH3:1][S:2]([NH2:5])(=[O:4])=[O:3].N1C=CC=CC=1.Br[C:13]1[CH:14]=[C:15]([CH:19]=[CH:20][CH:21]=1)[C:16](Cl)=[O:17].[CH3:22][O:23][C:24]1[CH:29]=[CH:28][C:27]([Cl:30])=[CH:26][C:25]=1B(O)O.C(=O)([O-])[O-].[Na+].[Na+].